Task: Predict which catalyst facilitates the given reaction.. Dataset: Catalyst prediction with 721,799 reactions and 888 catalyst types from USPTO (1) Reactant: CCC([O-])(C)C.[K+].[N:8]1[CH:13]=[CH:12][C:11]([C:14]([O:16]CC)=O)=[N:10][CH:9]=1.Cl.[C:20]([O:23][CH2:24][CH3:25])(=[O:22])[CH3:21]. Product: [O:16]=[C:14]([C:11]1[CH:12]=[CH:13][N:8]=[CH:9][N:10]=1)[CH2:21][C:20]([O:23][CH2:24][CH3:25])=[O:22]. The catalyst class is: 93. (2) Reactant: C(OC(=O)[NH:7][C@H:8]([CH2:13][S:14]([C:17]1[NH:21][CH:20]=[N:19][N:18]=1)(=[O:16])=[O:15])[CH2:9][CH:10]([CH3:12])[CH3:11])(C)(C)C.[ClH:23]. Product: [ClH:23].[CH3:11][CH:10]([CH3:12])[CH2:9][CH:8]([NH2:7])[CH2:13][S:14]([C:17]1[NH:21][CH:20]=[N:19][N:18]=1)(=[O:16])=[O:15]. The catalyst class is: 12. (3) Reactant: Cl.[NH2:2][C@@H:3]([CH2:8][CH2:9][CH2:10][NH:11][C:12]([O:14][C:15]([CH3:18])([CH3:17])[CH3:16])=[O:13])[C:4]([O:6][CH3:7])=[O:5].[C:19]1([CH:25]([C:34]2[CH:39]=[CH:38][CH:37]=[CH:36][CH:35]=2)[C:26]2[O:30][C:29]([C:31](O)=[O:32])=[CH:28][CH:27]=2)[CH:24]=[CH:23][CH:22]=[CH:21][CH:20]=1.C(N(C(C)C)CC)(C)C.CN(C(ON1N=NC2C=CC=CC1=2)=[N+](C)C)C.F[P-](F)(F)(F)(F)F. Product: [C:15]([O:14][C:12]([NH:11][CH2:10][CH2:9][CH2:8][C@H:3]([NH:2][C:31]([C:29]1[O:30][C:26]([CH:25]([C:19]2[CH:24]=[CH:23][CH:22]=[CH:21][CH:20]=2)[C:34]2[CH:39]=[CH:38][CH:37]=[CH:36][CH:35]=2)=[CH:27][CH:28]=1)=[O:32])[C:4]([O:6][CH3:7])=[O:5])=[O:13])([CH3:18])([CH3:17])[CH3:16]. The catalyst class is: 39. (4) Reactant: [Br:1][C:2]1[CH:3]=[C:4]([CH:6]=[C:7]([CH2:9][O:10][CH3:11])[CH:8]=1)[NH2:5].Cl[C:13]1[N:18]=[C:17]([C:19]([F:22])([F:21])[F:20])[CH:16]=[CH:15][N:14]=1.CS(O)(=O)=O. Product: [Br:1][C:2]1[CH:3]=[C:4]([NH:5][C:13]2[N:18]=[C:17]([C:19]([F:22])([F:21])[F:20])[CH:16]=[CH:15][N:14]=2)[CH:6]=[C:7]([CH2:9][O:10][CH3:11])[CH:8]=1. The catalyst class is: 155. (5) Reactant: C([O-])([O-])=O.[K+].[K+].[CH2:7]1[C:16]2[C:11](=[CH:12][CH:13]=[CH:14][CH:15]=2)[CH2:10][CH2:9][NH:8]1.[F:17][C:18]([F:33])([F:32])[S:19]([O:22][C:23]1[CH:28]=[CH:27][C:26]([N+]([O-])=O)=[CH:25][CH:24]=1)(=[O:21])=[O:20].O. Product: [F:17][C:18]([F:33])([F:32])[S:19]([O:22][C:23]1[CH:28]=[CH:27][C:26]2[C:25](=[CH:9][CH:10]=[CH:11][CH:12]=2)[C:24]=1[CH:7]1[C:16]2[C:11](=[CH:12][CH:13]=[CH:14][CH:15]=2)[CH2:10][CH2:9][NH:8]1)(=[O:21])=[O:20]. The catalyst class is: 3. (6) Reactant: [Cl:1][C:2]1[N:7]=[C:6]([OH:8])[CH:5]=[CH:4][CH:3]=1.[CH3:9][O:10][C:11]1[CH:12]=[C:13]([CH2:19][CH2:20]O)[CH:14]=[CH:15][C:16]=1[O:17][CH3:18].C1(P(C2C=CC=CC=2)C2C=CC=CC=2)C=CC=CC=1.N(C(OCC)=O)=NC(OCC)=O. Product: [Cl:1][C:2]1[CH:3]=[CH:4][CH:5]=[C:6]([O:8][CH2:20][CH2:19][C:13]2[CH:14]=[CH:15][C:16]([O:17][CH3:18])=[C:11]([O:10][CH3:9])[CH:12]=2)[N:7]=1. The catalyst class is: 1. (7) Reactant: [F:1][C:2]1[CH:3]=[C:4]([CH:40]=[C:41]([F:43])[CH:42]=1)[CH2:5][C@@H:6]([C@@H:10]([CH:12]1[CH2:21][C:20]2[C:15](=[C:16]([O:22][Si:23]([CH:30]([CH3:32])[CH3:31])([CH:27]([CH3:29])[CH3:28])[CH:24]([CH3:26])[CH3:25])[CH:17]=[CH:18][CH:19]=2)[CH2:14][N:13]1[C:33]([O:35][C:36]([CH3:39])([CH3:38])[CH3:37])=[O:34])[OH:11])C(O)=O.C1(P(N=[N+]=[N-])(C2C=CC=CC=2)=[O:51])C=CC=CC=1.C([N:63]([CH2:66]C)CC)C. Product: [F:43][C:41]1[CH:40]=[C:4]([CH:3]=[C:2]([F:1])[CH:42]=1)[CH2:5][C@H:6]1[C@@H:10]([C@H:12]2[CH2:21][C:20]3[C:15](=[C:16]([O:22][Si:23]([CH:30]([CH3:32])[CH3:31])([CH:24]([CH3:25])[CH3:26])[CH:27]([CH3:29])[CH3:28])[CH:17]=[CH:18][CH:19]=3)[CH2:14][N:13]2[C:33]([O:35][C:36]([CH3:39])([CH3:38])[CH3:37])=[O:34])[O:11][C:66](=[O:51])[NH:63]1. The catalyst class is: 11.